From a dataset of Catalyst prediction with 721,799 reactions and 888 catalyst types from USPTO. Predict which catalyst facilitates the given reaction. (1) Reactant: [O:1]=[S:2]1(=[O:35])[CH2:7][CH2:6][N:5]([C:8]([C:10]2[C:11]([C:31]([F:34])([F:33])[F:32])=[N:12][C:13]([NH:16][C:17]34[CH2:26][CH:21]5[CH2:22][CH:23]([CH2:25][C:19]([C:27]([O:29]C)=[O:28])([CH2:20]5)[CH2:18]3)[CH2:24]4)=[N:14][CH:15]=2)=[O:9])[CH2:4][CH2:3]1.CO.[OH-].[Na+]. Product: [O:35]=[S:2]1(=[O:1])[CH2:3][CH2:4][N:5]([C:8]([C:10]2[C:11]([C:31]([F:34])([F:33])[F:32])=[N:12][C:13]([NH:16][C:17]34[CH2:24][CH:23]5[CH2:22][CH:21]([CH2:20][C:19]([C:27]([OH:29])=[O:28])([CH2:25]5)[CH2:18]3)[CH2:26]4)=[N:14][CH:15]=2)=[O:9])[CH2:6][CH2:7]1. The catalyst class is: 7. (2) Product: [N+:7]([C:10]1[CH:15]=[CH:14][C:13]([CH2:1][C:2]([Cl:4])=[O:3])=[CH:12][CH:11]=1)([O-:9])=[O:8]. Reactant: [C:1](Cl)(=O)[C:2]([Cl:4])=[O:3].[N+:7]([C:10]1[CH:15]=[CH:14][C:13](CC(O)=O)=[CH:12][CH:11]=1)([O-:9])=[O:8].CN(C=O)C. The catalyst class is: 4.